From a dataset of Reaction yield outcomes from USPTO patents with 853,638 reactions. Predict the reaction yield, written as a fraction of the theoretical maximum amount of product (1.0 means a 100% yield; for example, 0.34 means a 34% yield). (1) The reactants are O[CH2:2][C:3]1[CH:8]=[CH:7][C:6]([CH:9]2[CH2:14][CH2:13][CH2:12][CH2:11][N:10]2[C:15]([O:17][C:18]([CH3:21])([CH3:20])[CH3:19])=[O:16])=[CH:5][CH:4]=1.C1(P(C2C=CC=CC=2)C2C=CC=CC=2)C=CC=CC=1.[CH2:41]([N:45]1[C:50]2=[N:51][NH:52][C:53]([NH:54][C:55]3[CH:60]=[CH:59][CH:58]=[CH:57][CH:56]=3)=[C:49]2[C:48](=[O:61])[N:47]([CH3:62])[C:46]1=[O:63])[CH:42]([CH3:44])[CH3:43].CC(OC(/N=N/C(OC(C)C)=O)=O)C. The catalyst is C1COCC1. The product is [CH2:41]([N:45]1[C:50]2=[N:51][N:52]([CH2:2][C:3]3[CH:8]=[CH:7][C:6]([CH:9]4[CH2:14][CH2:13][CH2:12][CH2:11][N:10]4[C:15]([O:17][C:18]([CH3:21])([CH3:20])[CH3:19])=[O:16])=[CH:5][CH:4]=3)[C:53]([NH:54][C:55]3[CH:56]=[CH:57][CH:58]=[CH:59][CH:60]=3)=[C:49]2[C:48](=[O:61])[N:47]([CH3:62])[C:46]1=[O:63])[CH:42]([CH3:44])[CH3:43]. The yield is 0.810. (2) The reactants are [CH3:1][O:2][CH:3]([C:8]1[CH:17]=[CH:16][C:15]2[C:10](=[CH:11][CH:12]=[CH:13][CH:14]=2)[CH:9]=1)[C:4](OC)=[O:5].O.[NH2:19][NH2:20]. No catalyst specified. The product is [CH3:1][O:2][CH:3]([C:8]1[CH:17]=[CH:16][C:15]2[C:10](=[CH:11][CH:12]=[CH:13][CH:14]=2)[CH:9]=1)[C:4]([NH:19][NH2:20])=[O:5]. The yield is 0.470. (3) The reactants are [Br:1][C:2]1[CH:23]=[CH:22][C:5]2[N:6]([C:18]([CH3:21])([CH3:20])[CH3:19])[C:7]([C:9]3[CH:17]=[CH:16][CH:15]=[CH:14][C:10]=3[C:11]([NH2:13])=[O:12])=[N:8][C:4]=2[CH:3]=1. The catalyst is COC(OC)N(C)C. The product is [Br:1][C:2]1[CH:23]=[CH:22][C:5]2[N:6]([C:18]([CH3:19])([CH3:20])[CH3:21])[C:7]([C:9]3[CH:17]=[CH:16][CH:15]=[CH:14][C:10]=3[C:11](/[N:13]=[CH:5]/[N:6]([CH3:18])[CH3:7])=[O:12])=[N:8][C:4]=2[CH:3]=1. The yield is 1.00. (4) The reactants are Br[C:2]1[CH:3]=[C:4]([C:14]([NH:16][CH2:17][C:18]2[C:23](=[O:24])[CH:22]=[C:21]([CH3:25])[NH:20][C:19]=2[CH3:26])=[O:15])[C:5]2[CH:10]=[N:9][N:8]([CH:11]([CH3:13])[CH3:12])[C:6]=2[N:7]=1.[CH3:27][C:28]1([CH3:45])[CH2:33][C:32](B2OC(C)(C)C(C)(C)O2)=[CH:31][C:30]([CH3:44])([CH3:43])[NH:29]1.C([O-])([O-])=O.[Na+].[Na+]. The catalyst is O1CCOCC1.O.C1C=CC([P]([Pd]([P](C2C=CC=CC=2)(C2C=CC=CC=2)C2C=CC=CC=2)([P](C2C=CC=CC=2)(C2C=CC=CC=2)C2C=CC=CC=2)[P](C2C=CC=CC=2)(C2C=CC=CC=2)C2C=CC=CC=2)(C2C=CC=CC=2)C2C=CC=CC=2)=CC=1. The product is [CH3:26][C:19]1[NH:20][C:21]([CH3:25])=[CH:22][C:23](=[O:24])[C:18]=1[CH2:17][NH:16][C:14]([C:4]1[C:5]2[CH:10]=[N:9][N:8]([CH:11]([CH3:13])[CH3:12])[C:6]=2[N:7]=[C:2]([C:32]2[CH2:31][C:30]([CH3:44])([CH3:43])[NH:29][C:28]([CH3:45])([CH3:27])[CH:33]=2)[CH:3]=1)=[O:15]. The yield is 0.550. (5) The reactants are [CH2:1]([O:8][CH2:9][CH2:10][CH:11]1[CH2:20][CH2:19][C:14]2(OCC[O:15]2)[CH2:13][CH2:12]1)[C:2]1[CH:7]=[CH:6][CH:5]=[CH:4][CH:3]=1.O.CC1C=CC(S(O)(=O)=O)=CC=1. The catalyst is CC(C)=O. The product is [CH2:1]([O:8][CH2:9][CH2:10][CH:11]1[CH2:12][CH2:13][C:14](=[O:15])[CH2:19][CH2:20]1)[C:2]1[CH:7]=[CH:6][CH:5]=[CH:4][CH:3]=1. The yield is 0.970. (6) The product is [CH2:14]([C@H:13]([NH:21][C:22](=[O:23])[O:24][C:25]([CH3:28])([CH3:27])[CH3:26])[C@@H:12]([O:29][Si:30]([C:33]([CH3:34])([CH3:35])[CH3:36])([CH3:32])[CH3:31])[CH2:11][C@@H:7]([NH:58][C:61]([O:70][CH2:63][C:64]1[CH:69]=[CH:68][CH:67]=[CH:66][CH:65]=1)=[O:46])[CH2:6][C:5]1[CH:4]=[CH:3][C:2]([Br:1])=[CH:38][CH:37]=1)[C:15]1[CH:20]=[CH:19][CH:18]=[CH:17][CH:16]=1. The catalyst is C1(C)C=CC=CC=1. The yield is 0.180. The reactants are [Br:1][C:2]1[CH:38]=[CH:37][C:5]([CH2:6][CH:7]([CH2:11][C@H:12]([O:29][Si:30]([C:33]([CH3:36])([CH3:35])[CH3:34])([CH3:32])[CH3:31])[C@@H:13]([NH:21][C:22]([O:24][C:25]([CH3:28])([CH3:27])[CH3:26])=[O:23])[CH2:14][C:15]2[CH:20]=[CH:19][CH:18]=[CH:17][CH:16]=2)C(O)=O)=[CH:4][CH:3]=1.C1C=CC(P(N=[N+]=[N-])(C2C=CC=CC=2)=[O:46])=CC=1.C([N:58]([CH2:61]C)CC)C.[CH2:63]([OH:70])[C:64]1[CH:69]=[CH:68][CH:67]=[CH:66][CH:65]=1.